This data is from Full USPTO retrosynthesis dataset with 1.9M reactions from patents (1976-2016). The task is: Predict the reactants needed to synthesize the given product. (1) Given the product [C:23]([O:22][C:20]([N:17]1[CH2:16][CH2:15][CH:14]([NH:13][C:1]([NH:47][C:42]2[CH:43]=[C:44]3[C:39](=[CH:40][CH:41]=2)[N:38]=[C:37]([NH:36][C@H:27]2[C:35]4[C:30](=[CH:31][CH:32]=[CH:33][CH:34]=4)[CH2:29][CH2:28]2)[CH:46]=[CH:45]3)=[O:12])[CH2:19][CH2:18]1)=[O:21])([CH3:26])([CH3:25])[CH3:24], predict the reactants needed to synthesize it. The reactants are: [C:1](=[O:12])(OC(Cl)(Cl)Cl)OC(Cl)(Cl)Cl.[NH2:13][CH:14]1[CH2:19][CH2:18][N:17]([C:20]([O:22][C:23]([CH3:26])([CH3:25])[CH3:24])=[O:21])[CH2:16][CH2:15]1.[C@H:27]1([NH:36][C:37]2[CH:46]=[CH:45][C:44]3[C:39](=[CH:40][CH:41]=[C:42]([NH2:47])[CH:43]=3)[N:38]=2)[C:35]2[C:30](=[CH:31][CH:32]=[CH:33][CH:34]=2)[CH2:29][CH2:28]1. (2) Given the product [CH2:14]([O:21][CH2:22][C@@:23]1([CH2:49][O:50][CH2:1][O:54][CH3:51])[O:27][C@@H:26]([N:28]2[CH:36]=[C:34]([CH3:35])[C:32](=[O:33])[N:31]([CH2:37][O:38][CH2:39][C:40]3[CH:45]=[CH:44][CH:43]=[CH:42][CH:41]=3)[C:29]2=[O:30])[CH2:25][C@:24]1([CH2:47][O:48][CH2:10][O:11][CH3:12])[OH:46])[C:15]1[CH:20]=[CH:19][CH:18]=[CH:17][CH:16]=1, predict the reactants needed to synthesize it. The reactants are: [CH:1](N(C(C)C)CC)(C)C.[CH3:10][O:11][CH2:12]Cl.[CH2:14]([O:21][CH2:22][C@@:23]1([CH2:49][OH:50])[O:27][C@@H:26]([N:28]2[CH:36]=[C:34]([CH3:35])[C:32](=[O:33])[N:31]([CH2:37][O:38][CH2:39][C:40]3[CH:45]=[CH:44][CH:43]=[CH:42][CH:41]=3)[C:29]2=[O:30])[CH2:25][C@:24]1([CH2:47][OH:48])[OH:46])[C:15]1[CH:20]=[CH:19][CH:18]=[CH:17][CH:16]=1.[C:51](=[O:54])(O)[O-].[Na+]. (3) Given the product [Br:3][C:4]1[CH:5]=[C:6]([C:7](=[O:9])[CH3:1])[CH:10]=[C:11]([F:13])[CH:12]=1, predict the reactants needed to synthesize it. The reactants are: [CH3:1][Li].[Br:3][C:4]1[CH:5]=[C:6]([CH:10]=[C:11]([F:13])[CH:12]=1)[C:7]([OH:9])=O. (4) The reactants are: [OH:1][C:2]1[C:10]([N+:11]([O-:13])=[O:12])=[CH:9][CH:8]=[CH:7][C:3]=1[C:4]([OH:6])=[O:5].[C:14]([O-])([O-])=O.[K+].[K+].S(OC)(OC)(=O)=O. Given the product [OH:1][C:2]1[C:10]([N+:11]([O-:13])=[O:12])=[CH:9][CH:8]=[CH:7][C:3]=1[C:4]([O:6][CH3:14])=[O:5], predict the reactants needed to synthesize it. (5) The reactants are: [CH:1]1([CH2:7][C:8]2[CH:12]=[CH:11][S:10][CH:9]=2)[CH2:6][CH2:5][CH2:4][CH2:3][CH2:2]1.C1C(=O)N([Br:20])C(=O)C1. Given the product [Br:20][C:9]1[S:10][CH:11]=[CH:12][C:8]=1[CH2:7][CH:1]1[CH2:2][CH2:3][CH2:4][CH2:5][CH2:6]1, predict the reactants needed to synthesize it.